Dataset: Forward reaction prediction with 1.9M reactions from USPTO patents (1976-2016). Task: Predict the product of the given reaction. (1) Given the reactants C(OC([NH:8][CH:9]([CH2:15][CH3:16])[CH:10]([OH:14])[C:11]([OH:13])=O)=O)(C)(C)C.C(Cl)CCl.C1C=CC2N(O)N=NC=2C=1.O[NH:32][C:33](=[NH:40])[C:34]1[CH:39]=[CH:38][CH:37]=[CH:36][CH:35]=1.CN1CCOCC1.C1C2C(C3ON=C(N)N=3)CN(C2)C1.C(O)(C(F)(F)F)=O, predict the reaction product. The product is: [NH2:8][CH:9]([CH2:15][CH3:16])[C@@H:10]([C:11]1[O:13][N:40]=[C:33]([C:34]2[CH:39]=[CH:38][CH:37]=[CH:36][CH:35]=2)[N:32]=1)[OH:14]. (2) Given the reactants Cl[C:2]1[N:7]=[CH:6][C:5]([S:8]([NH2:11])(=[O:10])=[O:9])=[CH:4][CH:3]=1.[CH3:12][NH:13][CH3:14], predict the reaction product. The product is: [CH3:12][N:13]([CH3:14])[C:2]1[N:7]=[CH:6][C:5]([S:8]([NH2:11])(=[O:10])=[O:9])=[CH:4][CH:3]=1. (3) Given the reactants [C:1]([O:5][C:6](=[O:24])[NH:7][C:8]1[S:9][CH:10]=[CH:11][C@:12]([C:16]2[CH:21]=[CH:20][CH:19]=[C:18]([F:22])[C:17]=2[F:23])([CH2:14][F:15])[N:13]=1)([CH3:4])([CH3:3])[CH3:2].C[Si]([N-][Si](C)(C)C)(C)C.[Li+].[CH3:35][Si:36]([CH3:43])([CH3:42])[CH2:37][CH2:38][O:39][CH2:40]Cl, predict the reaction product. The product is: [C:1]([O:5][C:6](=[O:24])[N:7]([C:8]1[S:9][CH:10]=[CH:11][C@:12]([C:16]2[CH:21]=[CH:20][CH:19]=[C:18]([F:22])[C:17]=2[F:23])([CH2:14][F:15])[N:13]=1)[CH2:40][O:39][CH2:38][CH2:37][Si:36]([CH3:43])([CH3:42])[CH3:35])([CH3:4])([CH3:2])[CH3:3]. (4) Given the reactants [CH3:1][O:2][C:3]1[CH:4]=[C:5]2[O:9][C:8]([C:10]3[N:11]=[C:12]4[N:16]([CH:17]=3)[N:15]=[C:14]([O:18][CH3:19])[S:13]4)=[CH:7][C:6]2=[C:20]([OH:22])[CH:21]=1.[Cl:23][C:24]1[CH:29]=[CH:28][C:27]([C:30]2([C:35]3[S:36][CH:37]=[C:38]([CH2:40]O)[N:39]=3)[CH2:34][CH2:33][O:32][CH2:31]2)=[CH:26][CH:25]=1.C(P(CCCC)CCCC)CCC.C1CCN(C(N=NC(N2CCCCC2)=O)=O)CC1, predict the reaction product. The product is: [Cl:23][C:24]1[CH:29]=[CH:28][C:27]([C:30]2([C:35]3[S:36][CH:37]=[C:38]([CH2:40][O:22][C:20]4[C:6]5[CH:7]=[C:8]([C:10]6[N:11]=[C:12]7[N:16]([CH:17]=6)[N:15]=[C:14]([O:18][CH3:19])[S:13]7)[O:9][C:5]=5[CH:4]=[C:3]([O:2][CH3:1])[CH:21]=4)[N:39]=3)[CH2:34][CH2:33][O:32][CH2:31]2)=[CH:26][CH:25]=1. (5) Given the reactants [Cl:1][C:2]1[CH:7]=[CH:6][N:5]=[C:4]([CH:8]=[CH:9][C:10]([O:12][C:13]([CH3:16])([CH3:15])[CH3:14])=[O:11])[CH:3]=1, predict the reaction product. The product is: [Cl:1][C:2]1[CH:7]=[CH:6][N:5]=[C:4]([CH2:8][CH2:9][C:10]([O:12][C:13]([CH3:16])([CH3:15])[CH3:14])=[O:11])[CH:3]=1.